This data is from Catalyst prediction with 721,799 reactions and 888 catalyst types from USPTO. The task is: Predict which catalyst facilitates the given reaction. (1) Reactant: [CH3:1][C:2]([CH3:21])([CH3:20])[C:3]([C:5]1[O:6][C:7]2[CH:17]=[CH:16][C:15]([O:18][CH3:19])=[CH:14][C:8]=2[C:9]=1[CH2:10][C:11](O)=[O:12])=[O:4].C1C=CC2N(O)N=NC=2C=1.[CH2:32]([NH:35][CH2:36][CH2:37][CH3:38])[CH2:33][CH3:34].CCN(C(C)C)C(C)C. Product: [CH3:21][C:2]([CH3:20])([CH3:1])[C:3]([C:5]1[O:6][C:7]2[CH:17]=[CH:16][C:15]([O:18][CH3:19])=[CH:14][C:8]=2[C:9]=1[CH2:10][C:11]([N:35]([CH2:36][CH2:37][CH3:38])[CH2:32][CH2:33][CH3:34])=[O:12])=[O:4]. The catalyst class is: 607. (2) The catalyst class is: 22. Product: [CH2:12]([C:14]1[C:15](=[O:26])[NH:16][C:17]([CH3:25])=[C:18]([C:20]2[S:21][C:22]([S:8]([Cl:7])(=[O:11])=[O:9])=[CH:23][CH:24]=2)[CH:19]=1)[CH3:13]. Reactant: P(Cl)(Cl)(Cl)(Cl)Cl.[Cl:7][S:8]([OH:11])(=O)=[O:9].[CH2:12]([C:14]1[C:15](=[O:26])[NH:16][C:17]([CH3:25])=[C:18]([C:20]2[S:21][CH:22]=[CH:23][CH:24]=2)[CH:19]=1)[CH3:13]. (3) Reactant: [H-].[Na+].[CH3:3][C:4]1[N:5]([CH2:10][CH2:11][OH:12])[C:6]([CH3:9])=[CH:7][CH:8]=1.Cl[CH2:14][C:15](=[O:22])[CH2:16][C:17]([O:19][CH2:20][CH3:21])=[O:18].Cl. The catalyst class is: 30. Product: [CH3:3][C:4]1[N:5]([CH2:10][CH2:11][O:12][CH2:14][C:15](=[O:22])[CH2:16][C:17]([O:19][CH2:20][CH3:21])=[O:18])[C:6]([CH3:9])=[CH:7][CH:8]=1. (4) Reactant: [Br:1][C:2]1[CH:7]=[CH:6][C:5]([N:8]2[CH2:13][CH2:12][C:11](=[O:14])[CH2:10][CH2:9]2)=[CH:4][CH:3]=1.[BH4-].[Na+].C([O-])(O)=O.[Na+]. Product: [Br:1][C:2]1[CH:7]=[CH:6][C:5]([N:8]2[CH2:9][CH2:10][CH:11]([OH:14])[CH2:12][CH2:13]2)=[CH:4][CH:3]=1. The catalyst class is: 5. (5) Reactant: [P:1]([O:9][CH2:10][C@H:11]1[O:15][C@@H:14]([N:16]2[C:26]3[N:25]=[C:23]([NH2:24])[NH:22][C:20](=[O:21])[C:19]=3[N:18]=[CH:17]2)[C@H:13]([OH:27])[C@@H:12]1[OH:28])([O:4]P(O)(O)=O)(=[O:3])[OH:2].[CH3:29]OP(OC)(OC)=O.P(Cl)(Cl)(Cl)=O. Product: [P:1]([O:9][CH2:10][C@H:11]1[O:15][C@@H:14]([N:16]2[C:26]3[N:25]=[C:23]([NH2:24])[NH:22][C:20](=[O:21])[C:19]=3[N:18]=[CH:17]2)[C@H:13]([OH:27])[C@@H:12]1[O:28][CH3:29])([OH:4])([OH:2])=[O:3]. The catalyst class is: 27.